This data is from Reaction yield outcomes from USPTO patents with 853,638 reactions. The task is: Predict the reaction yield, written as a fraction of the theoretical maximum amount of product (1.0 means a 100% yield; for example, 0.34 means a 34% yield). (1) The reactants are [F:1][C:2]1[C:3]([CH3:27])=[C:4]([C:8]2[CH:17]=[C:16]3[C:11]([CH:12]=[C:13]([NH:18]C(=O)OC(C)(C)C)[N:14]=[CH:15]3)=[C:10]([CH3:26])[N:9]=2)[CH:5]=[N:6][CH:7]=1.FC(F)(F)C(O)=O. The catalyst is ClCCCl. The product is [F:1][C:2]1[C:3]([CH3:27])=[C:4]([C:8]2[CH:17]=[C:16]3[C:11]([CH:12]=[C:13]([NH2:18])[N:14]=[CH:15]3)=[C:10]([CH3:26])[N:9]=2)[CH:5]=[N:6][CH:7]=1. The yield is 0.990. (2) The reactants are [C:1]([C:5]1[CH:10]=[CH:9][CH:8]=[CH:7][C:6]=1[N:11]1[CH2:16][CH2:15][N:14]([C:17](=[O:21])[C:18]([OH:20])=O)[CH2:13][CH2:12]1)([CH3:4])([CH3:3])[CH3:2].Cl.[S:23]1[CH2:28][CH2:27][CH:26]([NH2:29])[CH2:25][CH2:24]1.C(N(CC)CC)C.CCN=C=NCCCN(C)C.C1C=CC2N(O)N=NC=2C=1.C([O-])(O)=O.[Na+]. The catalyst is CN(C)C=O. The product is [C:1]([C:5]1[CH:10]=[CH:9][CH:8]=[CH:7][C:6]=1[N:11]1[CH2:12][CH2:13][N:14]([C:17](=[O:21])[C:18]([NH:29][CH:26]2[CH2:27][CH2:28][S:23][CH2:24][CH2:25]2)=[O:20])[CH2:15][CH2:16]1)([CH3:2])([CH3:4])[CH3:3]. The yield is 0.820.